From a dataset of NCI-60 drug combinations with 297,098 pairs across 59 cell lines. Regression. Given two drug SMILES strings and cell line genomic features, predict the synergy score measuring deviation from expected non-interaction effect. Drug 1: CN(CC1=CN=C2C(=N1)C(=NC(=N2)N)N)C3=CC=C(C=C3)C(=O)NC(CCC(=O)O)C(=O)O. Drug 2: CC(C)CN1C=NC2=C1C3=CC=CC=C3N=C2N. Cell line: MCF7. Synergy scores: CSS=11.1, Synergy_ZIP=-3.77, Synergy_Bliss=0.565, Synergy_Loewe=-12.8, Synergy_HSA=-4.87.